Dataset: Forward reaction prediction with 1.9M reactions from USPTO patents (1976-2016). Task: Predict the product of the given reaction. (1) Given the reactants [CH3:1][S:2]([NH:5][C:6]1[CH:7]=[C:8]([CH:11]=[CH:12][C:13]=1[O:14][CH2:15][CH2:16][N:17]1[CH2:22][CH2:21][O:20][CH2:19][CH2:18]1)[CH:9]=O)(=[O:4])=[O:3].[I-].[NH:24]1[C:32]2[C:27](=[CH:28][CH:29]=[CH:30][CH:31]=2)[C:26]([CH2:33][P+](C2C=CC=CC=2)(C2C=CC=CC=2)C2C=CC=CC=2)=[N:25]1.C(=O)([O-])[O-].[K+].[K+], predict the reaction product. The product is: [NH:24]1[C:32]2[C:27](=[CH:28][CH:29]=[CH:30][CH:31]=2)[C:26](/[CH:33]=[CH:9]/[C:8]2[CH:11]=[CH:12][C:13]([O:14][CH2:15][CH2:16][N:17]3[CH2:22][CH2:21][O:20][CH2:19][CH2:18]3)=[C:6]([NH:5][S:2]([CH3:1])(=[O:4])=[O:3])[CH:7]=2)=[N:25]1. (2) Given the reactants [I:1][CH2:2][CH:3]1[CH2:7][CH2:6][CH:5]([OH:8])[CH2:4]1.[O:9]1[CH:14]=[CH:13][CH2:12][CH2:11][CH2:10]1.C1(C)C=CC(S([O-])(=O)=O)=CC=1.[NH+]1C=CC=CC=1, predict the reaction product. The product is: [I:1][CH2:2][CH:3]1[CH2:7][CH2:6][CH:5]([O:8][CH:10]2[CH2:11][CH2:12][CH2:13][CH2:14][O:9]2)[CH2:4]1. (3) Given the reactants [Br:1][C:2]1[CH:19]=[CH:18][C:5]([O:6][C:7]2[CH:15]=[CH:14][C:13]([O:16][CH3:17])=[CH:12][C:8]=2[C:9]([OH:11])=O)=[CH:4][C:3]=1[F:20].S(=O)(=O)(O)O.BrC1C=CC2OC3C(=CC(OC)=CC=3)C(=O)C=2C=1F, predict the reaction product. The product is: [Br:1][C:2]1[C:3]([F:20])=[CH:4][C:5]2[O:6][C:7]3[C:8](=[CH:12][C:13]([O:16][CH3:17])=[CH:14][CH:15]=3)[C:9](=[O:11])[C:18]=2[CH:19]=1. (4) Given the reactants Cl[CH2:2][C:3]1[CH:8]=[CH:7][C:6]([CH2:9][CH2:10][C:11]2[N:12]=[N:13][C:14]([O:17][CH:18]([C:20]3[CH:25]=[CH:24][CH:23]=[CH:22][CH:21]=3)[CH3:19])=[CH:15][CH:16]=2)=[CH:5][CH:4]=1.[OH:26][CH:27]1[CH2:32][CH2:31][NH:30][CH2:29][CH2:28]1, predict the reaction product. The product is: [C:20]1([CH:18]([O:17][C:14]2[N:13]=[N:12][C:11]([CH2:10][CH2:9][C:6]3[CH:7]=[CH:8][C:3]([CH2:2][N:30]4[CH2:31][CH2:32][CH:27]([OH:26])[CH2:28][CH2:29]4)=[CH:4][CH:5]=3)=[CH:16][CH:15]=2)[CH3:19])[CH:25]=[CH:24][CH:23]=[CH:22][CH:21]=1. (5) The product is: [CH3:23][N:22]([CH3:24])[C:20]([C:19]1[CH:25]=[CH:26][C:27]([O:1][C:2]2[C:7]3[CH:8]=[C:9]([CH3:11])[O:10][C:6]=3[CH:5]=[C:4]([C:12]([NH:36][C:33]3[CH:34]=[CH:35][N:31]([CH3:30])[N:32]=3)=[O:14])[CH:3]=2)=[CH:28][C:18]=1[F:17])=[O:21]. Given the reactants [OH:1][C:2]1[C:7]2[CH:8]=[C:9]([CH3:11])[O:10][C:6]=2[CH:5]=[C:4]([C:12]([O:14]CC)=O)[CH:3]=1.[F:17][C:18]1[CH:28]=[C:27](F)[CH:26]=[CH:25][C:19]=1[C:20]([N:22]([CH3:24])[CH3:23])=[O:21].[CH3:30][N:31]1[CH:35]=[CH:34][C:33]([NH2:36])=[N:32]1, predict the reaction product. (6) Given the reactants Br[C:2]1[CH:7]=[CH:6][C:5]([C@@H:8]([NH:16][CH3:17])[CH2:9][N:10]2[CH2:15][CH2:14][O:13][CH2:12][CH2:11]2)=[CH:4][CH:3]=1.[CH2:18]([O:20][C:21]([C:23]1[CH:28]=[CH:27][C:26](B(O)O)=[CH:25][CH:24]=1)=[O:22])[CH3:19].C([O-])([O-])=O.[K+].[K+].C(Cl)Cl, predict the reaction product. The product is: [CH3:17][NH:16][C@H:8]([C:5]1[CH:6]=[CH:7][C:2]([C:26]2[CH:27]=[CH:28][C:23]([C:21]([O:20][CH2:18][CH3:19])=[O:22])=[CH:24][CH:25]=2)=[CH:3][CH:4]=1)[CH2:9][N:10]1[CH2:15][CH2:14][O:13][CH2:12][CH2:11]1. (7) Given the reactants [Br:1][C:2]1[N:7]=[CH:6][C:5]([C:8](=O)[CH2:9][CH3:10])=[CH:4][CH:3]=1.[CH3:12][C:13]([S@:16]([NH2:18])=[O:17])([CH3:15])[CH3:14].O.S([O-])([O-])(=O)=O.[Mg+2], predict the reaction product. The product is: [Br:1][C:2]1[N:7]=[CH:6][C:5](/[C:8](=[N:18]/[S:16]([C:13]([CH3:15])([CH3:14])[CH3:12])=[O:17])/[CH2:9][CH3:10])=[CH:4][CH:3]=1.